This data is from Reaction yield outcomes from USPTO patents with 853,638 reactions. The task is: Predict the reaction yield, written as a fraction of the theoretical maximum amount of product (1.0 means a 100% yield; for example, 0.34 means a 34% yield). (1) The reactants are P([O-])([O-])[O-].[C:5]([O:8][CH2:9]/[CH:10]=[CH:11]\[CH2:12][O:13][C:14](=[O:16])[CH3:15])(=O)[CH3:6].[CH2:17](O)[CH2:18]CC.C(OC(OCCCC)=CCC)CCC. The catalyst is [Pd]. The product is [C:14]([O:13][CH2:12][CH2:11][CH2:10][CH2:9][O:8][CH:5]=[CH:6][CH2:17][CH3:18])(=[O:16])[CH3:15]. The yield is 0.257. (2) The reactants are [CH3:1][O:2][C:3]1[CH:43]=[CH:42][C:6]([CH2:7][N:8]([CH2:33][C:34]2[CH:39]=[CH:38][C:37]([O:40][CH3:41])=[CH:36][CH:35]=2)[C:9]2[N:14]=[C:13]([CH3:15])[N:12]=[C:11]([C:16]3[C:17]([NH:24][C:25]4[CH:26]=[N:27][C:28]([O:31][CH3:32])=[CH:29][CH:30]=4)=[N:18][CH:19]=[C:20]([CH:23]=3)[CH:21]=[O:22])[N:10]=2)=[CH:5][CH:4]=1.[C-]#N.[Na+].[CH3:47][S:48]([N:51]1[CH2:56][CH2:55][NH:54][CH2:53][CH2:52]1)(=[O:50])=[O:49]. The catalyst is C1COCC1.[O-2].[Mn+4].[O-2]. The product is [CH3:41][O:40][C:37]1[CH:36]=[CH:35][C:34]([CH2:33][N:8]([CH2:7][C:6]2[CH:5]=[CH:4][C:3]([O:2][CH3:1])=[CH:43][CH:42]=2)[C:9]2[N:14]=[C:13]([CH3:15])[N:12]=[C:11]([C:16]3[CH:23]=[C:20]([C:21]([N:54]4[CH2:55][CH2:56][N:51]([S:48]([CH3:47])(=[O:50])=[O:49])[CH2:52][CH2:53]4)=[O:22])[CH:19]=[N:18][C:17]=3[NH:24][C:25]3[CH:26]=[N:27][C:28]([O:31][CH3:32])=[CH:29][CH:30]=3)[N:10]=2)=[CH:39][CH:38]=1. The yield is 0.275. (3) The reactants are [H-].[Na+].[OH:3][CH:4]1[CH2:9][CH2:8][CH:7]([NH:10][C:11](=[O:17])[O:12][C:13]([CH3:16])([CH3:15])[CH3:14])[CH2:6][CH2:5]1.Cl[C:19]1[C:20]2[C:21]3[C@H:22]([CH2:32][C:33]([O:35][CH2:36][CH3:37])=[O:34])[CH2:23][CH2:24][CH2:25][C:26]=3[S:27][C:28]=2[N:29]=[CH:30][N:31]=1. The catalyst is C1COCC1. The product is [C:13]([O:12][C:11]([NH:10][CH:7]1[CH2:8][CH2:9][CH:4]([O:3][C:19]2[C:20]3[C:21]4[C@H:22]([CH2:32][C:33]([O:35][CH2:36][CH3:37])=[O:34])[CH2:23][CH2:24][CH2:25][C:26]=4[S:27][C:28]=3[N:29]=[CH:30][N:31]=2)[CH2:5][CH2:6]1)=[O:17])([CH3:14])([CH3:16])[CH3:15]. The yield is 0.600. (4) The reactants are FC(F)(F)C(O)=O.[CH3:8][NH:9][CH2:10][C:11]1[CH:12]=[C:13]([C:17]2[CH:22]=[CH:21][C:20]([CH2:23][CH:24]3[S:28][C:27](=[O:29])[NH:26][C:25]3=[O:30])=[CH:19][CH:18]=2)[CH:14]=[CH:15][CH:16]=1.O1CCCC1.C(N(CC)CC)C.[C:43]1([CH2:49][C:50](Cl)=[O:51])[CH:48]=[CH:47][CH:46]=[CH:45][CH:44]=1. The catalyst is O. The product is [O:29]=[C:27]1[NH:26][C:25](=[O:30])[CH:24]([CH2:23][C:20]2[CH:19]=[CH:18][C:17]([C:13]3[CH:14]=[CH:15][CH:16]=[C:11]([CH2:10][N:9]([CH3:8])[C:50](=[O:51])[CH2:49][C:43]4[CH:48]=[CH:47][CH:46]=[CH:45][CH:44]=4)[CH:12]=3)=[CH:22][CH:21]=2)[S:28]1. The yield is 0.720. (5) The reactants are [F:1][C:2]1[CH:41]=[CH:40][CH:39]=[CH:38][C:3]=1[CH2:4][O:5][C:6]1[CH:7]=[C:8]([CH:26]=[C:27]([O:29][CH2:30][C:31]2[CH:36]=[CH:35][CH:34]=[CH:33][C:32]=2[F:37])[CH:28]=1)[C:9]([NH:11][C:12]1[CH:13]=[CH:14][CH:15]=[C:16]2[C:20]=1[NH:19][C:18]([C:21]([O:23]CC)=[O:22])=[CH:17]2)=[O:10].CO.[OH-].[K+].C(O)(=O)CC(CC(O)=O)(C(O)=O)O. The catalyst is O1CCCC1. The product is [F:37][C:32]1[CH:33]=[CH:34][CH:35]=[CH:36][C:31]=1[CH2:30][O:29][C:27]1[CH:26]=[C:8]([CH:7]=[C:6]([O:5][CH2:4][C:3]2[CH:38]=[CH:39][CH:40]=[CH:41][C:2]=2[F:1])[CH:28]=1)[C:9]([NH:11][C:12]1[CH:13]=[CH:14][CH:15]=[C:16]2[C:20]=1[NH:19][C:18]([C:21]([OH:23])=[O:22])=[CH:17]2)=[O:10]. The yield is 0.910.